Dataset: Forward reaction prediction with 1.9M reactions from USPTO patents (1976-2016). Task: Predict the product of the given reaction. (1) Given the reactants [NH:1]1[CH2:11][CH2:10][CH:4]([C:5]([O:7][CH2:8][CH3:9])=[O:6])[CH2:3][CH2:2]1.Br[C:13]1[CH:14]=[CH:15][C:16]([Cl:35])=[C:17]([C:19]2[N:23]([C:24]([O:26][C:27]([CH3:30])([CH3:29])[CH3:28])=[O:25])[C:22]3[CH:31]=[CH:32][CH:33]=[CH:34][C:21]=3[N:20]=2)[CH:18]=1.C1(P(C2C=CC=CC=2)C2C=CC3C(=CC=CC=3)C=2C2C3C(=CC=CC=3)C=CC=2P(C2C=CC=CC=2)C2C=CC=CC=2)C=CC=CC=1.C(=O)([O-])[O-].[Cs+].[Cs+], predict the reaction product. The product is: [C:27]([O:26][C:24]([N:23]1[C:22]2[CH:31]=[CH:32][CH:33]=[CH:34][C:21]=2[N:20]=[C:19]1[C:17]1[CH:18]=[C:13]([N:1]2[CH2:2][CH2:3][CH:4]([C:5]([O:7][CH2:8][CH3:9])=[O:6])[CH2:10][CH2:11]2)[CH:14]=[CH:15][C:16]=1[Cl:35])=[O:25])([CH3:30])([CH3:28])[CH3:29]. (2) Given the reactants [C:1]([O:5][C:6](=[O:35])[NH:7][C:8]1([CH2:16][CH2:17][C:18]2[CH:23]=[CH:22][C:21]([O:24][CH2:25][CH2:26][CH2:27][CH2:28][CH2:29][CH2:30][CH2:31][CH3:32])=[C:20]([CH2:33]O)[CH:19]=2)[CH2:13][O:12][C:11]([CH3:15])([CH3:14])[O:10][CH2:9]1)([CH3:4])([CH3:3])[CH3:2].C1(C)C=CC(S([F:45])(=O)=O)=CC=1.[F-].C([N+](CCCC)(CCCC)CCCC)CCC.O1CCCC1.O, predict the reaction product. The product is: [C:1]([O:5][C:6](=[O:35])[NH:7][C:8]1([CH2:16][CH2:17][C:18]2[CH:23]=[CH:22][C:21]([O:24][CH2:25][CH2:26][CH2:27][CH2:28][CH2:29][CH2:30][CH2:31][CH3:32])=[C:20]([CH2:33][F:45])[CH:19]=2)[CH2:13][O:12][C:11]([CH3:15])([CH3:14])[O:10][CH2:9]1)([CH3:4])([CH3:3])[CH3:2]. (3) Given the reactants [NH:1]([C:3]1[CH:8]=[N:7][CH:6]=[C:5]([CH3:9])[N:4]=1)[NH2:2].[F:10][C:11]([F:22])([F:21])[C:12](O[C:12](=O)[C:11]([F:22])([F:21])[F:10])=O, predict the reaction product. The product is: [CH3:9][C:5]1[N:4]2[C:12]([C:11]([F:22])([F:21])[F:10])=[N:2][N:1]=[C:3]2[CH:8]=[N:7][CH:6]=1.